Dataset: Reaction yield outcomes from USPTO patents with 853,638 reactions. Task: Predict the reaction yield, written as a fraction of the theoretical maximum amount of product (1.0 means a 100% yield; for example, 0.34 means a 34% yield). The reactants are Cl.[N:2]12[CH2:9][CH2:8][CH:5]([CH2:6][CH2:7]1)[C@@H:4]([OH:10])[CH2:3]2. The catalyst is [OH-].[Na+]. The product is [N:2]12[CH2:9][CH2:8][CH:5]([CH2:6][CH2:7]1)[C@@H:4]([OH:10])[CH2:3]2. The yield is 0.990.